The task is: Regression. Given a peptide amino acid sequence and an MHC pseudo amino acid sequence, predict their binding affinity value. This is MHC class I binding data.. This data is from Peptide-MHC class I binding affinity with 185,985 pairs from IEDB/IMGT. (1) The peptide sequence is GLLGWSPQA. The MHC is Patr-A0701 with pseudo-sequence Patr-A0701. The binding affinity (normalized) is 0.104. (2) The peptide sequence is LSSQMTSTF. The MHC is HLA-A24:02 with pseudo-sequence HLA-A24:02. The binding affinity (normalized) is 0.384. (3) The peptide sequence is RGAPERQRL. The MHC is HLA-A01:01 with pseudo-sequence HLA-A01:01. The binding affinity (normalized) is 0. (4) The peptide sequence is FLKEEGGL. The MHC is HLA-A03:01 with pseudo-sequence HLA-A03:01. The binding affinity (normalized) is 0.122. (5) The peptide sequence is GQTVEMSPF. The MHC is HLA-A11:01 with pseudo-sequence HLA-A11:01. The binding affinity (normalized) is 0.213. (6) The peptide sequence is EVRKAIEFV. The MHC is HLA-A02:03 with pseudo-sequence HLA-A02:03. The binding affinity (normalized) is 0.0847. (7) The peptide sequence is WATSSFREK. The MHC is HLA-A31:01 with pseudo-sequence HLA-A31:01. The binding affinity (normalized) is 0.584.